This data is from Catalyst prediction with 721,799 reactions and 888 catalyst types from USPTO. The task is: Predict which catalyst facilitates the given reaction. Reactant: [N+:1]([C:4]1[C:12]2[NH:11][C:10]3[CH2:13][CH2:14][N:15]([C:17]([O:19][CH2:20][CH3:21])=[O:18])[CH2:16][C:9]=3[C:8]=2[CH:7]=[CH:6][CH:5]=1)([O-:3])=[O:2].[OH-].[K+].I[CH3:25]. Product: [CH2:20]([O:19][C:17]([N:15]1[CH2:14][CH2:13][C:10]2[N:11]([CH3:25])[C:12]3[C:4]([N+:1]([O-:3])=[O:2])=[CH:5][CH:6]=[CH:7][C:8]=3[C:9]=2[CH2:16]1)=[O:18])[CH3:21]. The catalyst class is: 57.